Predict the reaction yield, written as a fraction of the theoretical maximum amount of product (1.0 means a 100% yield; for example, 0.34 means a 34% yield). From a dataset of Reaction yield outcomes from USPTO patents with 853,638 reactions. (1) The reactants are Cl.[NH2:2][CH2:3][C:4]1[CH:5]=[C:6]2[C:11](=[CH:12][CH:13]=1)[N:10]=[C:9]([CH3:14])[N:8]([CH:15]1[CH2:20][CH2:19][C:18](=[O:21])[NH:17][C:16]1=[O:22])[C:7]2=[O:23].C(N(CC)CC)C.[Cl:31][C:32]1[CH:37]=[CH:36][C:35]([N:38]=[C:39]=[O:40])=[CH:34][CH:33]=1. The catalyst is C1COCC1. The product is [Cl:31][C:32]1[CH:37]=[CH:36][C:35]([NH:38][C:39]([NH:2][CH2:3][C:4]2[CH:5]=[C:6]3[C:11](=[CH:12][CH:13]=2)[N:10]=[C:9]([CH3:14])[N:8]([CH:15]2[CH2:20][CH2:19][C:18](=[O:21])[NH:17][C:16]2=[O:22])[C:7]3=[O:23])=[O:40])=[CH:34][CH:33]=1. The yield is 0.630. (2) The reactants are [N:1]([C:4]1[C:5]2[N:6]([CH:20]=[CH:21][N:22]=2)[CH:7]=[C:8]([C:12]2[CH:17]=[CH:16][C:15]([Cl:18])=[CH:14][C:13]=2[Cl:19])[C:9]=1[C:10]#[N:11])=[N+]=[N-].C1(P(C2C=CC=CC=2)C2C=CC=CC=2)C=CC=CC=1.Cl. The catalyst is CO.O. The product is [NH2:1][C:4]1[C:5]2[N:6]([CH:20]=[CH:21][N:22]=2)[CH:7]=[C:8]([C:12]2[CH:17]=[CH:16][C:15]([Cl:18])=[CH:14][C:13]=2[Cl:19])[C:9]=1[C:10]#[N:11]. The yield is 0.520. (3) The reactants are [Cl:1][C:2]1[CH:3]=[CH:4][C:5]2[N:11](S(C3C=CC(C)=CC=3)(=O)=O)[CH2:10][CH2:9][CH2:8][C:7](=[O:22])[C:6]=2[CH:23]=1.S(=O)(=O)(O)O.O.[OH-].[Na+]. The catalyst is C1(C)C=CC=CC=1. The product is [Cl:1][C:2]1[CH:3]=[CH:4][C:5]2[NH:11][CH2:10][CH2:9][CH2:8][C:7](=[O:22])[C:6]=2[CH:23]=1. The yield is 0.890. (4) The reactants are [CH:1]1([N:4]([CH:18]2[CH2:23][CH2:22][N:21]([C:24](=[O:34])[C:25]3[CH:30]=[CH:29][CH:28]=[CH:27][C:26]=3[N+:31]([O-])=O)[CH2:20][CH2:19]2)[S:5]([C:8]2[CH:13]=[CH:12][CH:11]=[C:10]([C:14]([F:17])([F:16])[F:15])[CH:9]=2)(=[O:7])=[O:6])[CH2:3][CH2:2]1.[NH4+].[Cl-].O. The catalyst is C1(C)C=CC=CC=1.CCOC(C)=O.[Fe]. The product is [NH2:31][C:26]1[CH:27]=[CH:28][CH:29]=[CH:30][C:25]=1[C:24]([N:21]1[CH2:22][CH2:23][CH:18]([N:4]([CH:1]2[CH2:3][CH2:2]2)[S:5]([C:8]2[CH:13]=[CH:12][CH:11]=[C:10]([C:14]([F:17])([F:16])[F:15])[CH:9]=2)(=[O:7])=[O:6])[CH2:19][CH2:20]1)=[O:34]. The yield is 0.880. (5) The reactants are [Br:1][C:2]1[CH:13]=[N:12][C:5]2=[N:6][C:7](Cl)=[C:8]([Cl:10])[N:9]=[C:4]2[CH:3]=1.[NH2:14][CH2:15][CH:16]1[CH2:19][N:18]([C:20]([O:22][C:23]([CH3:26])([CH3:25])[CH3:24])=[O:21])[CH2:17]1. The catalyst is C(Cl)Cl. The product is [Br:1][C:2]1[CH:13]=[N:12][C:5]2=[N:6][C:7]([NH:14][CH2:15][CH:16]3[CH2:19][N:18]([C:20]([O:22][C:23]([CH3:26])([CH3:25])[CH3:24])=[O:21])[CH2:17]3)=[C:8]([Cl:10])[N:9]=[C:4]2[CH:3]=1. The yield is 0.300. (6) The product is [C:8]1([CH:3]2[CH2:4][O:5][CH2:6][CH2:7][N:2]2[OH:1])[CH:13]=[CH:12][CH:11]=[CH:10][CH:9]=1. The yield is 0.110. The reactants are [OH:1][N:2]1[CH2:7][CH2:6][O:5][CH2:4][CH2:3]1.[C:8]1([Mg]Cl)[CH:13]=[CH:12][CH:11]=[CH:10][CH:9]=1.[Cl-].[NH4+]. The catalyst is ClCCl.O=[Mn]=O.